From a dataset of NCI-60 drug combinations with 297,098 pairs across 59 cell lines. Regression. Given two drug SMILES strings and cell line genomic features, predict the synergy score measuring deviation from expected non-interaction effect. (1) Drug 1: COC1=NC(=NC2=C1N=CN2C3C(C(C(O3)CO)O)O)N. Drug 2: C1CC(=O)NC(=O)C1N2C(=O)C3=CC=CC=C3C2=O. Cell line: DU-145. Synergy scores: CSS=-0.734, Synergy_ZIP=-1.84, Synergy_Bliss=-3.84, Synergy_Loewe=-3.70, Synergy_HSA=-3.09. (2) Drug 1: CNC(=O)C1=NC=CC(=C1)OC2=CC=C(C=C2)NC(=O)NC3=CC(=C(C=C3)Cl)C(F)(F)F. Drug 2: C1C(C(OC1N2C=NC3=C2NC=NCC3O)CO)O. Cell line: OVCAR-4. Synergy scores: CSS=-0.857, Synergy_ZIP=1.51, Synergy_Bliss=1.38, Synergy_Loewe=-1.04, Synergy_HSA=-1.73.